This data is from Catalyst prediction with 721,799 reactions and 888 catalyst types from USPTO. The task is: Predict which catalyst facilitates the given reaction. Reactant: [F:1][C:2]1[C:7]([C:8]2[CH:13]=[CH:12][C:11]3[O:14][C@H:15]4[CH2:20][CH2:19][N:18]([S:21]([CH2:24][CH:25]([CH3:27])[CH3:26])(=[O:23])=[O:22])[CH2:17][C@@H:16]4[C@@:28]4([CH2:32][O:31][C:30]([NH:33]C(=O)OC(C)(C)C)=[N:29]4)[C:10]=3[CH:9]=2)=[CH:6][CH:5]=[CH:4][N:3]=1.C(O)(C(F)(F)F)=O.[ClH:48]. Product: [ClH:48].[F:1][C:2]1[C:7]([C:8]2[CH:13]=[CH:12][C:11]3[O:14][C@H:15]4[CH2:20][CH2:19][N:18]([S:21]([CH2:24][CH:25]([CH3:27])[CH3:26])(=[O:22])=[O:23])[CH2:17][C@@H:16]4[C@@:28]4([CH2:32][O:31][C:30]([NH2:33])=[N:29]4)[C:10]=3[CH:9]=2)=[CH:6][CH:5]=[CH:4][N:3]=1. The catalyst class is: 158.